From a dataset of Reaction yield outcomes from USPTO patents with 853,638 reactions. Predict the reaction yield, written as a fraction of the theoretical maximum amount of product (1.0 means a 100% yield; for example, 0.34 means a 34% yield). (1) The reactants are [CH3:1][O:2][CH2:3][CH:4]1[CH2:8][N:7]([C:9](=[O:20])[CH:10]([NH:15][C:16](=[O:19])[O:17][CH3:18])[CH:11]([O:13][CH3:14])[CH3:12])[CH:6]([C:21]2[NH:25][C:24]3[C:26]4[C:31]([CH:32]=[CH:33][C:23]=3[N:22]=2)=[CH:30][C:29]2[C:34]3[C:39]([CH2:40][O:41][C:28]=2[CH:27]=4)=[CH:38][C:37](B2OC(C)(C)C(C)(C)O2)=[CH:36][CH:35]=3)[CH2:5]1.I[C:52]1[NH:56][C:55]([C@@H:57]2[CH2:61][CH2:60][CH2:59][N:58]2[C:62]([O:64][C:65]([CH3:68])([CH3:67])[CH3:66])=[O:63])=[N:54][CH:53]=1.C(=O)([O-])[O-].[K+].[K+]. The catalyst is CS(C)=O.O1CCOCC1.C1C=CC([P]([Pd]([P](C2C=CC=CC=2)(C2C=CC=CC=2)C2C=CC=CC=2)([P](C2C=CC=CC=2)(C2C=CC=CC=2)C2C=CC=CC=2)[P](C2C=CC=CC=2)(C2C=CC=CC=2)C2C=CC=CC=2)(C2C=CC=CC=2)C2C=CC=CC=2)=CC=1.C1C=CC(P(C2C=CC=CC=2)[C-]2C=CC=C2)=CC=1.C1C=CC(P(C2C=CC=CC=2)[C-]2C=CC=C2)=CC=1.Cl[Pd]Cl.[Fe+2]. The product is [CH3:18][O:17][C:16]([NH:15][C@H:10]([C:9]([N:7]1[CH2:8][C@@H:4]([CH2:3][O:2][CH3:1])[CH2:5][C@H:6]1[C:21]1[NH:25][C:24]2[C:26]3[C:31]([CH:32]=[CH:33][C:23]=2[N:22]=1)=[CH:30][C:29]1[C:34]2[C:39]([CH2:40][O:41][C:28]=1[CH:27]=3)=[CH:38][C:37]([C:52]1[NH:56][C:55]([C@@H:57]3[CH2:61][CH2:60][CH2:59][N:58]3[C:62]([O:64][C:65]([CH3:68])([CH3:67])[CH3:66])=[O:63])=[N:54][CH:53]=1)=[CH:36][CH:35]=2)=[O:20])[C@@H:11]([CH3:12])[O:13][CH3:14])=[O:19]. The yield is 0.0700. (2) The reactants are [OH:1][C:2]1[CH:3]=[N:4][CH:5]=[CH:6][CH:7]=1.[H-].[Na+].Cl[C:11]1[N:16]=[C:15](Cl)[CH:14]=[C:13]([Cl:18])[N:12]=1.[NH:19]1[CH2:24][CH2:23][O:22][CH2:21][CH2:20]1. The catalyst is C1COCC1.C(Cl)Cl. The product is [Cl:18][C:13]1[N:12]=[C:11]([O:1][C:2]2[CH:3]=[N:4][CH:5]=[CH:6][CH:7]=2)[N:16]=[C:15]([N:19]2[CH2:24][CH2:23][O:22][CH2:21][CH2:20]2)[CH:14]=1. The yield is 0.147. (3) The reactants are Br[CH2:2][CH3:3].[CH:4]1[C:13]2[C:8](=[CH:9][CH:10]=[CH:11][CH:12]=2)[CH:7]=[CH:6][C:5]=1[SH:14].C(=O)([O-])[O-].[K+].[K+]. The catalyst is CN(C=O)C. The product is [CH2:2]([S:14][C:5]1[CH:6]=[CH:7][C:8]2[C:13](=[CH:12][CH:11]=[CH:10][CH:9]=2)[CH:4]=1)[CH3:3]. The yield is 0.940. (4) The reactants are C(OC([N:8]1[CH2:12][C:11]([F:14])([F:13])[CH2:10][C@H:9]1[CH2:15][CH2:16][C:17]([OH:19])=[O:18])=O)(C)(C)C.[ClH:20]. The catalyst is CCOC(C)=O. The product is [ClH:20].[F:14][C:11]1([F:13])[CH2:12][NH:8][C@H:9]([CH2:15][CH2:16][C:17]([OH:19])=[O:18])[CH2:10]1. The yield is 0.779. (5) The reactants are [Cl:1][C:2]1[CH:3]=[C:4]([NH:9][CH2:10][C:11]([O:13][CH2:14][CH3:15])=[O:12])[CH:5]=[CH:6][C:7]=1[Cl:8].[CH:16]([N:19](C(C)C)CC)(C)[CH3:17].BrCC#N.[I-].[Na+].FC(F)(F)C(O)=O.[Cl-].[NH4+]. The catalyst is CN1C(=O)CCC1.CC#N.O. The product is [C:16]([CH2:17][N:9]([C:4]1[CH:5]=[CH:6][C:7]([Cl:8])=[C:2]([Cl:1])[CH:3]=1)[CH2:10][C:11]([O:13][CH2:14][CH3:15])=[O:12])#[N:19]. The yield is 0.560. (6) The catalyst is S(=O)(=O)(O)O. The reactants are N[C:2]1[CH:3]=[C:4]([C@@H:10]2[CH2:14][NH:13][C:12](=[O:15])[CH2:11]2)[C:5]([Br:9])=[CH:6][C:7]=1[Cl:8].C(OCC)(=O)C.O.N([O-])=O.[Na+]. The product is [Br:9][C:5]1[CH:6]=[C:7]([Cl:8])[CH:2]=[CH:3][C:4]=1[C@@H:10]1[CH2:14][NH:13][C:12](=[O:15])[CH2:11]1. The yield is 0.550. (7) The reactants are [Br:1][C:2]1[CH:3]=[C:4]2[C:8](=[CH:9][CH:10]=1)/[C:7](=[CH:11]/[O:12]C)/[CH2:6][CH2:5]2.CC(=CCC)C.Cl([O-])=[O:21].[Na+].P([O-])(O)(O)=O.[Na+]. The catalyst is C(O)(C)(C)C.O. The product is [Br:1][C:2]1[CH:3]=[C:4]2[C:8](=[CH:9][CH:10]=1)[CH:7]([C:11]([OH:12])=[O:21])[CH2:6][CH2:5]2. The yield is 0.560.